From a dataset of Reaction yield outcomes from USPTO patents with 853,638 reactions. Predict the reaction yield, written as a fraction of the theoretical maximum amount of product (1.0 means a 100% yield; for example, 0.34 means a 34% yield). (1) The yield is 0.490. The product is [CH:1]1([CH2:4][N:5]([C@H:6]2[CH2:7][CH2:8][C@H:9]([C:12]([O:21][Si:22]([CH2:25][CH3:26])([CH2:27][CH3:28])[CH2:23][CH3:24])([C:13]([F:16])([F:15])[F:14])[C:17]([F:18])([F:19])[F:20])[CH2:10][CH2:11]2)[CH2:42][CH:41]([C:35]2[CH:40]=[CH:39][CH:38]=[CH:37][CH:36]=2)[OH:43])[CH2:2][CH2:3]1. The reactants are [CH:1]1([CH2:4][NH:5][C@H:6]2[CH2:11][CH2:10][C@H:9]([C:12]([O:21][Si:22]([CH2:27][CH3:28])([CH2:25][CH3:26])[CH2:23][CH3:24])([C:17]([F:20])([F:19])[F:18])[C:13]([F:16])([F:15])[F:14])[CH2:8][CH2:7]2)[CH2:3][CH2:2]1.Cl([O-])(=O)(=O)=O.[Li+].[C:35]1([CH:41]2[O:43][CH2:42]2)[CH:40]=[CH:39][CH:38]=[CH:37][CH:36]=1.[NH4+].[Cl-]. The catalyst is C(#N)C.CCOCC. (2) The reactants are C1(P(C2CCCCC2)C2CCCCC2)CCCCC1.Br[C:21]1[CH:29]=[CH:28][C:27]([N+:30]([O-:32])=[O:31])=[C:26]2[C:22]=1[CH2:23][N:24]([CH3:34])[C:25]2=[O:33].[B:35]1([B:35]2[O:39][C:38]([CH3:41])([CH3:40])[C:37]([CH3:43])([CH3:42])[O:36]2)[O:39][C:38]([CH3:41])([CH3:40])[C:37]([CH3:43])([CH3:42])[O:36]1.CC([O-])=O.[K+]. The product is [CH3:34][N:24]1[CH2:23][C:22]2[C:26](=[C:27]([N+:30]([O-:32])=[O:31])[CH:28]=[CH:29][C:21]=2[B:35]2[O:39][C:38]([CH3:41])([CH3:40])[C:37]([CH3:43])([CH3:42])[O:36]2)[C:25]1=[O:33]. The yield is 0.680. The catalyst is C1C=CC(/C=C/C(/C=C/C2C=CC=CC=2)=O)=CC=1.C1C=CC(/C=C/C(/C=C/C2C=CC=CC=2)=O)=CC=1.C1C=CC(/C=C/C(/C=C/C2C=CC=CC=2)=O)=CC=1.[Pd].[Pd]. (3) The reactants are [CH3:1][C:2]1[C:6]([CH3:7])=[C:5]([NH:8][C:9](=[O:16])OCC(Cl)(Cl)Cl)[O:4][N:3]=1.[CH3:17][C:18]1[S:22][C:21]([N:23]2[CH2:28][CH2:27][NH:26][CH2:25][CH2:24]2)=[N:20][C:19]=1[C:29]1[CH:34]=[CH:33][CH:32]=[CH:31][CH:30]=1.C(N(C(C)C)CC)(C)C.O. The catalyst is CS(C)=O. The product is [CH3:1][C:2]1[C:6]([CH3:7])=[C:5]([NH:8][C:9]([N:26]2[CH2:27][CH2:28][N:23]([C:21]3[S:22][C:18]([CH3:17])=[C:19]([C:29]4[CH:34]=[CH:33][CH:32]=[CH:31][CH:30]=4)[N:20]=3)[CH2:24][CH2:25]2)=[O:16])[O:4][N:3]=1. The yield is 0.608. (4) The reactants are [F:1][C:2]1[CH:7]=[CH:6][C:5]([C:8]2[C:12]([CH2:13][O:14][C:15]3[CH:23]=[CH:22][C:18]([C:19]([OH:21])=O)=[CH:17][N:16]=3)=[C:11]([CH3:24])[O:10][N:9]=2)=[CH:4][CH:3]=1.[CH:25]1([CH2:28][NH2:29])[CH2:27][CH2:26]1. No catalyst specified. The product is [CH:25]1([CH2:28][NH:29][C:19](=[O:21])[C:18]2[CH:22]=[CH:23][C:15]([O:14][CH2:13][C:12]3[C:8]([C:5]4[CH:4]=[CH:3][C:2]([F:1])=[CH:7][CH:6]=4)=[N:9][O:10][C:11]=3[CH3:24])=[N:16][CH:17]=2)[CH2:27][CH2:26]1. The yield is 0.650. (5) The reactants are [Cl:1][C:2]1[CH:3]=[C:4]([C:9]2[CH:17]=[C:16]3[C:12]([CH2:13][C:14](=[O:18])[NH:15]3)=[CH:11][CH:10]=2)[CH:5]=[C:6]([Cl:8])[CH:7]=1.[CH2:19]([N:21]([CH2:36][CH3:37])[CH2:22][CH2:23][NH:24][C:25]([C:27]1[C:31]([CH3:32])=[C:30]([CH:33]=O)[NH:29][C:28]=1[CH3:35])=[O:26])[CH3:20]. No catalyst specified. The product is [CH2:36]([N:21]([CH2:19][CH3:20])[CH2:22][CH2:23][NH:24][C:25]([C:27]1[C:31]([CH3:32])=[C:30]([CH:33]=[C:13]2[C:12]3[C:16](=[CH:17][C:9]([C:4]4[CH:3]=[C:2]([Cl:1])[CH:7]=[C:6]([Cl:8])[CH:5]=4)=[CH:10][CH:11]=3)[NH:15][C:14]2=[O:18])[NH:29][C:28]=1[CH3:35])=[O:26])[CH3:37]. The yield is 0.440. (6) The reactants are [N:1]([CH2:4][CH2:5][CH2:6][CH2:7][N:8]1[CH:12]=[C:11]([C:13]([NH:15][CH2:16][C:17]2[CH:22]=[CH:21][CH:20]=[C:19]([O:23][C:24]([F:27])([F:26])[F:25])[CH:18]=2)=[O:14])[N:10]=[N:9]1)=[N+:2]=[N-:3].[CH2:28]([NH:31][C:32](=[O:38])[O:33][C:34]([CH3:37])([CH3:36])[CH3:35])[C:29]#[CH:30].O=C1O[C@H]([C@H](CO)O)C(O)=C1O. The catalyst is CC(O)(C)C.O. The product is [C:34]([O:33][C:32](=[O:38])[NH:31][CH2:28][C:29]1[N:3]=[N:2][N:1]([CH2:4][CH2:5][CH2:6][CH2:7][N:8]2[CH:12]=[C:11]([C:13](=[O:14])[NH:15][CH2:16][C:17]3[CH:22]=[CH:21][CH:20]=[C:19]([O:23][C:24]([F:27])([F:26])[F:25])[CH:18]=3)[N:10]=[N:9]2)[CH:30]=1)([CH3:37])([CH3:36])[CH3:35]. The yield is 0.710. (7) The reactants are [C:1]1([CH:7]([C:18]2[CH:23]=[CH:22][CH:21]=[CH:20][CH:19]=2)[N:8](C2C=CC=CC=2)[C:9](=[O:11])[O-])[CH:6]=[CH:5][CH:4]=[CH:3][CH:2]=1.[CH2:24]([N:26]([CH2:46][C:47]([CH3:49])=[CH2:48])[C:27]1[N:32]=[C:31]([N:33]([CH2:38][CH3:39])[CH2:34][C:35]([CH3:37])=[CH2:36])[N:30]=[C:29]([N:40]2[CH2:45][CH2:44][NH:43][CH2:42][CH2:41]2)[N:28]=1)[CH3:25].C1CCN2C(=NCCC2)CC1. The catalyst is C1COCC1. The product is [C:18]1([CH:7]([NH:8][C:9]([N:43]2[CH2:42][CH2:41][N:40]([C:29]3[N:28]=[C:27]([N:26]([CH2:24][CH3:25])[CH2:46][C:47]([CH3:49])=[CH2:48])[N:32]=[C:31]([N:33]([CH2:38][CH3:39])[CH2:34][C:35]([CH3:37])=[CH2:36])[N:30]=3)[CH2:45][CH2:44]2)=[O:11])[C:1]2[CH:2]=[CH:3][CH:4]=[CH:5][CH:6]=2)[CH:19]=[CH:20][CH:21]=[CH:22][CH:23]=1. The yield is 0.907. (8) The reactants are [CH3:1][O:2][C:3]([NH:5][C@:6]([C:12]([N:14]1[C@@H:18]([CH3:19])[CH2:17][CH2:16][C@H:15]1[C:20]1[NH:21][C:22]([C:25]2[CH:30]=[CH:29][C:28]([C:31]3[CH:36]=[CH:35][C:34]([C:37]4[NH:41][C:40]([C@@H:42]5[CH2:46][C@H:45]([CH2:47][O:48][CH3:49])[CH2:44][N:43]5[C:50](=[O:61])[C@@H:51]([NH:56][C:57](=[O:60])[O:58][CH3:59])[C@H:52]([O:54][CH3:55])[CH3:53])=[N:39][CH:38]=4)=[CH:33][CH:32]=3)=[CH:27][CH:26]=2)=[CH:23][N:24]=1)=[O:13])([C@@H:8]([CH3:11])[O:9][CH3:10])[NH2:7])=[O:4].[Cl:62]N1C(=O)CCC1=O. The catalyst is CN(C=O)C. The product is [Cl:62][C:38]1[N:39]=[C:40]([C@@H:42]2[CH2:46][C@H:45]([CH2:47][O:48][CH3:49])[CH2:44][N:43]2[C:50](=[O:61])[C@@H:51]([NH:56][C:57](=[O:60])[O:58][CH3:59])[C@H:52]([O:54][CH3:55])[CH3:53])[NH:41][C:37]=1[C:34]1[CH:35]=[CH:36][C:31]([C:28]2[CH:27]=[CH:26][C:25]([C:22]3[NH:21][C:20]([C@@H:15]4[CH2:16][CH2:17][C@H:18]([CH3:19])[N:14]4[C:12](=[O:13])[C@@:6]([NH:5][C:3]([O:2][CH3:1])=[O:4])([C@@H:8]([CH3:11])[O:9][CH3:10])[NH2:7])=[N:24][CH:23]=3)=[CH:30][CH:29]=2)=[CH:32][CH:33]=1. The yield is 0.0500. (9) The reactants are [Br:1][C:2]1[CH:3]=[CH:4][C:5]2[C:11]3[S:12][C:13]([C:15]([N:17]([C:19]4[CH:20]=[C:21]([CH:25]=[CH:26][C:27]=4[Cl:28])[C:22](O)=[O:23])[CH3:18])=[O:16])=[CH:14][C:10]=3[CH2:9][CH2:8][O:7][C:6]=2[CH:29]=1.CCN=C=NCCCN(C)C.C1C=CC2N(O)N=NC=2C=1.CCN(C(C)C)C(C)C.[NH2:60][CH2:61][C@@H:62]([OH:64])[CH3:63]. The catalyst is C1COCC1.O. The product is [Br:1][C:2]1[CH:3]=[CH:4][C:5]2[C:11]3[S:12][C:13]([C:15]([N:17]([C:19]4[CH:20]=[C:21]([C:22](=[O:23])[NH:60][CH2:61][C@@H:62]([OH:64])[CH3:63])[CH:25]=[CH:26][C:27]=4[Cl:28])[CH3:18])=[O:16])=[CH:14][C:10]=3[CH2:9][CH2:8][O:7][C:6]=2[CH:29]=1. The yield is 0.720.